The task is: Predict the reactants needed to synthesize the given product.. This data is from Full USPTO retrosynthesis dataset with 1.9M reactions from patents (1976-2016). (1) Given the product [C:13]([O:17][C:18]([N:20]1[C:21]2([CH3:31])[CH2:28][CH2:27][CH2:26][C:25]1([CH3:29])[CH2:24][C:23](=[N:11][NH:10][S:7]([C:4]1[CH:3]=[CH:2][C:1]([CH3:12])=[CH:6][CH:5]=1)(=[O:8])=[O:9])[CH2:22]2)=[O:19])([CH3:16])([CH3:14])[CH3:15], predict the reactants needed to synthesize it. The reactants are: [C:1]1([CH3:12])[CH:6]=[CH:5][C:4]([S:7]([NH:10][NH2:11])(=[O:9])=[O:8])=[CH:3][CH:2]=1.[C:13]([O:17][C:18]([N:20]1[C:25]2([CH3:29])[CH2:26][CH2:27][CH2:28][C:21]1([CH3:31])[CH2:22][C:23](=O)[CH2:24]2)=[O:19])([CH3:16])([CH3:15])[CH3:14].O.C(=O)(O)[O-].[Na+]. (2) Given the product [Cl:1][C:2]1[CH:7]=[CH:6][CH:5]=[CH:4][C:3]=1[C:8]1[C:13]([Cl:14])=[CH:12][C:11]([O:15][CH3:16])=[C:10]([C:17]([N:19]2[CH2:20][CH2:21][N:22]([C:25](=[O:26])/[CH:39]=[CH:38]/[CH2:37][N:36]([CH3:43])[CH3:35])[CH2:23][CH2:24]2)=[O:18])[CH:9]=1, predict the reactants needed to synthesize it. The reactants are: [Cl:1][C:2]1[CH:7]=[CH:6][CH:5]=[CH:4][C:3]=1[C:8]1[C:13]([Cl:14])=[CH:12][C:11]([O:15][CH3:16])=[C:10]([C:17]([N:19]2[CH2:24][CH2:23][N:22]([C:25](OC(C)(C)C)=[O:26])[CH2:21][CH2:20]2)=[O:18])[CH:9]=1.Cl.CO.[CH3:35][N:36]([CH3:43])[CH2:37][CH:38]=[CH:39]C(O)=O.F[P-](F)(F)(F)(F)F.N1(O[P+](N(C)C)(N(C)C)N(C)C)C2C=CC=CC=2N=N1.CCN(C(C)C)C(C)C. (3) Given the product [CH3:20][O:21][CH2:22][O:23][C:24]1[CH:29]=[CH:28][C:27]([C:2]2[N:7]=[C:6]3[N:8]([CH:12]4[CH2:17][CH2:16][CH2:15][CH2:14][O:13]4)[N:9]=[C:10]([CH3:11])[C:5]3=[C:4]([CH2:18][OH:19])[CH:3]=2)=[CH:26][CH:25]=1, predict the reactants needed to synthesize it. The reactants are: Br[C:2]1[N:7]=[C:6]2[N:8]([CH:12]3[CH2:17][CH2:16][CH2:15][CH2:14][O:13]3)[N:9]=[C:10]([CH3:11])[C:5]2=[C:4]([CH2:18][OH:19])[CH:3]=1.[CH3:20][O:21][CH2:22][O:23][C:24]1[CH:29]=[CH:28][C:27](B(O)O)=[CH:26][CH:25]=1.C(=O)([O-])[O-].[K+].[K+].O. (4) The reactants are: [NH:1]1[C:5]2[CH:6]=[CH:7][CH:8]=[CH:9][C:4]=2[N:3]=[C:2]1[C:10]([C:12]1[CH:17]=[CH:16][C:15]([OH:18])=[CH:14][CH:13]=1)=[O:11].C(=O)([O-])[O-].[Cs+].[Cs+].Cl[C:26]1[C:31]([CH:32]2[CH2:36][CH2:35][CH2:34][CH2:33]2)=[N:30][CH:29]=[CH:28][N:27]=1. Given the product [NH:1]1[C:5]2[CH:6]=[CH:7][CH:8]=[CH:9][C:4]=2[N:3]=[C:2]1[C:10]([C:12]1[CH:17]=[CH:16][C:15]([O:18][C:26]2[C:31]([CH:32]3[CH2:36][CH2:35][CH2:34][CH2:33]3)=[N:30][CH:29]=[CH:28][N:27]=2)=[CH:14][CH:13]=1)=[O:11], predict the reactants needed to synthesize it. (5) Given the product [C:136]([O:140][C:141](=[O:142])[NH:143][C@@H:144]1[CH2:148][CH2:147][N:146]([CH2:149][C:150]2[CH:159]=[C:158]3[C:153]([C:154](=[O:174])[N:155]([CH2:161][C:162]4[CH:167]=[C:166]([Cl:168])[CH:165]=[CH:164][C:163]=4[S:169]([CH2:172][CH3:173])(=[O:170])=[O:171])[C:156](=[O:160])[NH:157]3)=[CH:152][C:151]=2[O:175][C:176]([F:179])([F:178])[F:177])[CH2:145]1)([CH3:137])([CH3:138])[CH3:139], predict the reactants needed to synthesize it. The reactants are: C(OC(=O)C1C=C(OC(F)(F)F)C(CN2CC[C@@H](NC(OC(C)(C)C)=O)C2)=CC=1[N+]([O-])=O)C.C(OC(N1CCN(CC2C=C(N)C(C(OCC)=O)=CC=2OC(F)(F)F)CC1)=O)(C)(C)C.C(OC(N1CCN(CC2C=C(N)C(C(O)=O)=CC=2OC(F)(F)F)CC1)=O)(C)(C)C.C(OC(N1CCN(CC2C=C(N)C(C(=O)NCC3C=C(Cl)C=CC=3S(CC)(=O)=O)=CC=2OC(F)(F)F)CC1)=O)(C)(C)C.[C:136]([O:140][C:141]([N:143]1[CH2:148][CH2:147][N:146]([CH2:149][C:150]2[CH:159]=[C:158]3[C:153]([C:154](=[O:174])[N:155]([CH2:161][C:162]4[CH:167]=[C:166]([Cl:168])[CH:165]=[CH:164][C:163]=4[S:169]([CH2:172][CH3:173])(=[O:171])=[O:170])[C:156](=[O:160])[NH:157]3)=[CH:152][C:151]=2[O:175][C:176]([F:179])([F:178])[F:177])[CH2:145][CH2:144]1)=[O:142])([CH3:139])([CH3:138])[CH3:137]. (6) Given the product [NH2:1][C:4]1[CH:5]=[CH:6][N:7]2[C:12]([CH:13]=1)=[CH:11][CH:10]=[C:9]([C:14]([O:16][CH2:17][CH3:18])=[O:15])[C:8]2=[O:19], predict the reactants needed to synthesize it. The reactants are: [N:1]([C:4]1[CH:5]=[CH:6][N:7]2[C:12]([CH:13]=1)=[CH:11][CH:10]=[C:9]([C:14]([O:16][CH2:17][CH3:18])=[O:15])[C:8]2=[O:19])=[N+]=[N-]. (7) Given the product [N+:1]([C:4]1[CH:5]=[C:6]([CH:9]=[CH:10][CH:11]=1)[CH2:7][P:12](=[O:19])([O:16][CH2:17][CH3:18])[O:13][CH2:14][CH3:15])([O-:3])=[O:2], predict the reactants needed to synthesize it. The reactants are: [N+:1]([C:4]1[CH:5]=[C:6]([CH:9]=[CH:10][CH:11]=1)[CH2:7]Br)([O-:3])=[O:2].[P:12]([O:19]CC)([O:16][CH2:17][CH3:18])[O:13][CH2:14][CH3:15]. (8) Given the product [C:41]([O:1][CH2:2][CH:3]1[O:7][N:6]=[C:5]([C:8]2[CH:9]=[CH:10][C:11]([C:14]3[CH:19]=[CH:18][C:17]([N:20]4[CH2:24][C@H:23]([CH2:25][N:26]5[CH:30]=[CH:29][N:28]=[N:27]5)[O:22][C:21]4=[O:31])=[CH:16][C:15]=3[F:32])=[CH:12][N:13]=2)[CH2:4]1)(=[O:48])[CH2:42][CH2:43][C:44]([O:46][CH3:47])=[O:45], predict the reactants needed to synthesize it. The reactants are: [OH:1][CH2:2][CH:3]1[O:7][N:6]=[C:5]([C:8]2[N:13]=[CH:12][C:11]([C:14]3[CH:19]=[CH:18][C:17]([N:20]4[CH2:24][C@H:23]([CH2:25][N:26]5[CH:30]=[CH:29][N:28]=[N:27]5)[O:22][C:21]4=[O:31])=[CH:16][C:15]=3[F:32])=[CH:10][CH:9]=2)[CH2:4]1.C(N(CC)CC)C.Cl[C:41](=[O:48])[CH2:42][CH2:43][C:44]([O:46][CH3:47])=[O:45].